Dataset: NCI-60 drug combinations with 297,098 pairs across 59 cell lines. Task: Regression. Given two drug SMILES strings and cell line genomic features, predict the synergy score measuring deviation from expected non-interaction effect. Drug 1: C(CN)CNCCSP(=O)(O)O. Drug 2: CC1CCCC2(C(O2)CC(NC(=O)CC(C(C(=O)C(C1O)C)(C)C)O)C(=CC3=CSC(=N3)C)C)C. Cell line: CAKI-1. Synergy scores: CSS=33.2, Synergy_ZIP=0.900, Synergy_Bliss=0.899, Synergy_Loewe=-18.4, Synergy_HSA=3.08.